Dataset: Forward reaction prediction with 1.9M reactions from USPTO patents (1976-2016). Task: Predict the product of the given reaction. (1) Given the reactants [OH:1][CH2:2][C:3]1[CH:8]=[C:7]([O:9][CH2:10][CH2:11][NH:12][CH2:13][CH2:14][C:15]([O:17][CH3:18])=[O:16])[CH:6]=[C:5]([CH2:19][OH:20])[N:4]=1.I[CH2:22][CH2:23][O:24][CH2:25][CH2:26][O:27][CH2:28][CH2:29][O:30][CH3:31].C(N(C(C)C)CC)(C)C, predict the reaction product. The product is: [OH:20][CH2:19][C:5]1[CH:6]=[C:7]([O:9][CH2:10][CH2:11][N:12]([CH2:22][CH2:23][O:24][CH2:25][CH2:26][O:27][CH2:28][CH2:29][O:30][CH3:31])[CH2:13][CH2:14][C:15]([O:17][CH3:18])=[O:16])[CH:8]=[C:3]([CH2:2][OH:1])[N:4]=1. (2) Given the reactants C[Si]([N-][Si](C)(C)C)(C)C.[Na+].[Cl-].[CH3:12][O:13][CH2:14][P+](C1C=CC=CC=1)(C1C=CC=CC=1)C1C=CC=CC=1.O=[C:35]1[C:43]2[CH:42]=[CH:41][CH:40]=[C:39]([C:44]#[N:45])[C:38]=2[CH2:37][CH2:36]1.O, predict the reaction product. The product is: [CH3:12][O:13]/[CH:14]=[C:35]1\[CH2:36][CH2:37][C:38]2[C:39]([C:44]#[N:45])=[CH:40][CH:41]=[CH:42][C:43]\1=2.